Dataset: Full USPTO retrosynthesis dataset with 1.9M reactions from patents (1976-2016). Task: Predict the reactants needed to synthesize the given product. (1) Given the product [Cl:1][C:2]1[CH:3]=[CH:4][C:5]2[N:11]3[C:12]([C:15]([F:18])([F:17])[F:16])=[N:13][N:14]=[C:10]3[C@@H:9]([CH2:19][C:20]([OH:22])=[O:21])[O:8][C@H:7]([C:25]3[CH:30]=[CH:29][CH:28]=[C:27]([O:31][CH2:32][CH3:33])[C:26]=3[O:34][CH2:35][CH3:36])[C:6]=2[CH:37]=1, predict the reactants needed to synthesize it. The reactants are: [Cl:1][C:2]1[CH:3]=[CH:4][C:5]2[N:11]3[C:12]([C:15]([F:18])([F:17])[F:16])=[N:13][N:14]=[C:10]3[C@@H:9]([CH2:19][C:20]([O:22]CC)=[O:21])[O:8][C@H:7]([C:25]3[CH:30]=[CH:29][CH:28]=[C:27]([O:31][CH2:32][CH3:33])[C:26]=3[O:34][CH2:35][CH3:36])[C:6]=2[CH:37]=1.Cl. (2) Given the product [Br:45][C:46]1[O:50][C:49]([CH2:51][N:16]2[CH2:15][CH2:14][C:13]3([C:9]4[C:8](=[O:19])[N:7]([CH2:20][C@H:21]([NH:28][C:29](=[O:35])[O:30][C:31]([CH3:34])([CH3:33])[CH3:32])[C:22]5[CH:23]=[CH:24][CH:25]=[CH:26][CH:27]=5)[C:6](=[O:36])[N:5]([CH2:4][C:3]5[C:37]([C:41]([F:42])([F:43])[F:44])=[CH:38][CH:39]=[CH:40][C:2]=5[F:1])[C:10]=4[CH2:11][O:12]3)[CH2:18][CH2:17]2)=[CH:48][CH:47]=1, predict the reactants needed to synthesize it. The reactants are: [F:1][C:2]1[CH:40]=[CH:39][CH:38]=[C:37]([C:41]([F:44])([F:43])[F:42])[C:3]=1[CH2:4][N:5]1[C:10]2[CH2:11][O:12][C:13]3([CH2:18][CH2:17][NH:16][CH2:15][CH2:14]3)[C:9]=2[C:8](=[O:19])[N:7]([CH2:20][C@H:21]([NH:28][C:29](=[O:35])[O:30][C:31]([CH3:34])([CH3:33])[CH3:32])[C:22]2[CH:27]=[CH:26][CH:25]=[CH:24][CH:23]=2)[C:6]1=[O:36].[Br:45][C:46]1[O:50][C:49]([CH:51]=O)=[CH:48][CH:47]=1.[BH-](OC(C)=O)(OC(C)=O)OC(C)=O.[Na+]. (3) Given the product [CH2:38]([C:20]1[CH:21]=[C:22]([CH:25]2[CH2:26][CH2:27][NH:28][CH2:29][CH2:30]2)[CH:23]=[CH:24][C:19]=1[NH:18][C:10]1[N:9]=[C:8]([CH2:7][CH2:6][C:5]2[CH:40]=[CH:41][CH:42]=[CH:43][C:4]=2[CH2:3][C:2]([NH2:1])=[O:44])[C:13]([C:14]([F:17])([F:16])[F:15])=[CH:12][N:11]=1)[CH3:39], predict the reactants needed to synthesize it. The reactants are: [NH2:1][C:2](=[O:44])[CH2:3][C:4]1[CH:43]=[CH:42][CH:41]=[CH:40][C:5]=1[CH2:6][CH2:7][C:8]1[C:13]([C:14]([F:17])([F:16])[F:15])=[CH:12][N:11]=[C:10]([NH:18][C:19]2[CH:24]=[CH:23][C:22]([CH:25]3[CH2:30][CH2:29][N:28](C(OC(C)(C)C)=O)[CH2:27][CH2:26]3)=[CH:21][C:20]=2[CH2:38][CH3:39])[N:9]=1.C(O)(C(F)(F)F)=O. (4) Given the product [OH:29][C@H:30]([CH2:36][CH2:37][CH2:38][CH2:39][CH2:40][CH2:41][CH2:42][CH2:43][CH2:44][CH2:45][CH2:46][CH:47]([CH3:49])[CH3:48])[CH2:31][C:32]([O:34][CH2:35][C:68]([C:70]1[CH:75]=[CH:74][C:73]([Br:76])=[CH:72][CH:71]=1)=[O:69])=[O:33], predict the reactants needed to synthesize it. The reactants are: BrC1C=CC([C@](CC=O)(C(O)CCCCCCCCCC(C)C)C([O-])=O)=CC=1.[OH:29][C@H:30]([CH2:36][CH2:37][CH2:38][CH2:39][CH2:40][CH2:41][CH2:42][CH2:43][CH2:44][CH2:45][CH2:46][CH:47]([CH3:49])[CH3:48])[CH2:31][C:32]([O:34][CH3:35])=[O:33].O[Li].O.C1CCC(NC2CCCCC2)CC1.BrC[C:68]([C:70]1[CH:75]=[CH:74][C:73]([Br:76])=[CH:72][CH:71]=1)=[O:69]. (5) Given the product [C:15]([CH:19]1[CH2:20][CH2:21][CH:22]([C:25]([NH:1][CH:2]([C:5]2[C:6](=[O:14])[NH:7][C:8]([CH:11]3[CH2:13][CH2:12]3)=[N:9][N:10]=2)[CH2:3][CH3:4])=[O:26])[CH2:23][CH2:24]1)([CH3:18])([CH3:16])[CH3:17], predict the reactants needed to synthesize it. The reactants are: [NH2:1][CH:2]([C:5]1[C:6](=[O:14])[NH:7][C:8]([CH:11]2[CH2:13][CH2:12]2)=[N:9][N:10]=1)[CH2:3][CH3:4].[C:15]([CH:19]1[CH2:24][CH2:23][CH:22]([C:25](Cl)=[O:26])[CH2:21][CH2:20]1)([CH3:18])([CH3:17])[CH3:16]. (6) The reactants are: Br[C:2]1[CH:7]=[CH:6][C:5]([S:8]([N:11]([C:16]2[CH:21]=[CH:20][C:19]([CH3:22])=[CH:18][C:17]=2[CH3:23])[CH2:12][CH:13]([CH3:15])[CH3:14])(=[O:10])=[O:9])=[CH:4][CH:3]=1.Br[CH2:25]/[CH:26]=[CH:27]/[B-](F)(F)F.[K+].[NH:33]1[CH2:38][CH2:37][O:36][CH2:35][CH2:34]1.C(=O)([O-])[O-].[Cs+].[Cs+]. Given the product [CH3:23][C:17]1[CH:18]=[C:19]([CH3:22])[CH:20]=[CH:21][C:16]=1[N:11]([CH2:12][CH:13]([CH3:15])[CH3:14])[S:8]([C:5]1[CH:6]=[CH:7][C:2](/[CH:27]=[CH:26]/[CH2:25][N:33]2[CH2:38][CH2:37][O:36][CH2:35][CH2:34]2)=[CH:3][CH:4]=1)(=[O:10])=[O:9], predict the reactants needed to synthesize it. (7) Given the product [O:30]=[C:27]1[N:26]2[C:25]3[N:20]([CH2:19][CH2:18][CH:2]2[CH2:3][N:4]2[CH2:9][CH2:8][CH:7]([NH:10][C:11](=[O:17])[O:12][C:13]([CH3:16])([CH3:15])[CH3:14])[CH2:6][CH2:5]2)[C:21](=[O:32])[CH:22]=[CH:23][C:24]=3[N:29]=[CH:28]1, predict the reactants needed to synthesize it. The reactants are: O[CH:2]([CH2:18][CH2:19][N:20]1[C:25]2=[N:26][C:27]([O:30]C)=[CH:28][N:29]=[C:24]2[CH:23]=[CH:22][C:21]1=[O:32])[CH2:3][N:4]1[CH2:9][CH2:8][CH:7]([NH:10][C:11](=[O:17])[O:12][C:13]([CH3:16])([CH3:15])[CH3:14])[CH2:6][CH2:5]1.C(N(C(C)C)CC)(C)C.CS(OS(C)(=O)=O)(=O)=O.